Dataset: Full USPTO retrosynthesis dataset with 1.9M reactions from patents (1976-2016). Task: Predict the reactants needed to synthesize the given product. Given the product [Cl:1][C:2]1[CH:3]=[C:4]([C:8]2[CH:9]=[CH:10][C:11]3[C:17]([F:19])([F:18])[CH2:16][CH2:15][CH2:14][NH:13][C:12]=3[N:27]=2)[CH:5]=[CH:6][CH:7]=1, predict the reactants needed to synthesize it. The reactants are: [Cl:1][C:2]1[CH:3]=[C:4]([C:8]2[CH:9]=[CH:10][C:11]3[C:17]([F:19])([F:18])[CH2:16][CH2:15][CH2:14][N:13](C(OC(C)(C)C)=O)[C:12]=3[N:27]=2)[CH:5]=[CH:6][CH:7]=1.